This data is from Reaction yield outcomes from USPTO patents with 853,638 reactions. The task is: Predict the reaction yield, written as a fraction of the theoretical maximum amount of product (1.0 means a 100% yield; for example, 0.34 means a 34% yield). The reactants are [CH2:1]([O:4][C:5](=[O:34])[C:6]1[CH:11]=[CH:10][CH:9]=[C:8]([CH2:12][O:13][C:14]2[CH:23]=[C:22]3[C:17]([C:18](=[O:33])[C:19]([C:24]4[CH:29]=[CH:28][C:27]([N+:30]([O-])=O)=[CH:26][CH:25]=4)=[CH:20][O:21]3)=[CH:16][CH:15]=2)[CH:7]=1)[CH:2]=[CH2:3].S(S([O-])=O)([O-])=O.[Na+].[Na+]. The catalyst is O1CCCC1.O. The product is [NH2:30][C:27]1[CH:26]=[CH:25][C:24]([C:19]2[C:18](=[O:33])[C:17]3[C:22](=[CH:23][C:14]([O:13][CH2:12][C:8]4[CH:7]=[C:6]([CH:11]=[CH:10][CH:9]=4)[C:5]([O:4][CH2:1][CH:2]=[CH2:3])=[O:34])=[CH:15][CH:16]=3)[O:21][CH:20]=2)=[CH:29][CH:28]=1. The yield is 0.650.